Task: Predict the reactants needed to synthesize the given product.. Dataset: Full USPTO retrosynthesis dataset with 1.9M reactions from patents (1976-2016) (1) Given the product [N:8]1[CH:9]=[CH:10][CH:11]=[CH:12][C:7]=1[C:4]1[CH:3]=[C:2]([C:15]#[C:14][CH2:13][OH:16])[O:6][N:5]=1, predict the reactants needed to synthesize it. The reactants are: I[C:2]1[O:6][N:5]=[C:4]([C:7]2[CH:12]=[CH:11][CH:10]=[CH:9][N:8]=2)[CH:3]=1.[CH2:13]([OH:16])[C:14]#[CH:15]. (2) Given the product [Cl:1][C:2]1[CH:10]=[C:9]([CH:11]([NH2:14])[CH3:12])[C:5]2[O:6][CH2:7][O:8][C:4]=2[CH:3]=1, predict the reactants needed to synthesize it. The reactants are: [Cl:1][C:2]1[CH:10]=[C:9]([C:11](=O)[CH3:12])[C:5]2[O:6][CH2:7][O:8][C:4]=2[CH:3]=1.[NH3:14].C(O)C.[BH4-].[Na+]. (3) Given the product [CH3:20][C:21]1[S:22][C:23]([C:29]2[CH:34]=[CH:33][C:32]([CH3:35])=[CH:31][CH:30]=2)=[C:24]([C:26]([N:3]2[CH2:4][C@@H:5]3[C@@H:1]([CH2:6]3)[C@H:2]2[CH2:7][NH:8][C:9]([C:11]2[N:18]3[C:14]([S:15][CH:16]=[CH:17]3)=[N:13][C:12]=2[CH3:19])=[O:10])=[O:27])[N:25]=1, predict the reactants needed to synthesize it. The reactants are: [C@@H:1]12[CH2:6][C@@H:5]1[CH2:4][NH:3][C@@H:2]2[CH2:7][NH:8][C:9]([C:11]1[N:18]2[C:14]([S:15][CH:16]=[CH:17]2)=[N:13][C:12]=1[CH3:19])=[O:10].[CH3:20][C:21]1[S:22][C:23]([C:29]2[CH:34]=[CH:33][C:32]([CH3:35])=[CH:31][CH:30]=2)=[C:24]([C:26](O)=[O:27])[N:25]=1. (4) Given the product [Cl:1][C:2]1[C:7]([Cl:8])=[CH:6][CH:5]=[CH:4][C:3]=1[C:9]1[N:13]([CH2:15][C:16]2[CH:21]=[CH:20][CH:19]=[CH:18][C:17]=2[O:22][CH3:23])[N:12]=[N:11][N:10]=1, predict the reactants needed to synthesize it. The reactants are: [Cl:1][C:2]1[C:7]([Cl:8])=[CH:6][CH:5]=[CH:4][C:3]=1[C:9]1[NH:13][N:12]=[N:11][N:10]=1.Cl[CH2:15][C:16]1[CH:21]=[CH:20][CH:19]=[CH:18][C:17]=1[O:22][CH3:23].C(N(CC)CC)C.